From a dataset of Full USPTO retrosynthesis dataset with 1.9M reactions from patents (1976-2016). Predict the reactants needed to synthesize the given product. (1) Given the product [C:2]1([C:11]2[CH:12]=[CH:13][CH:14]=[C:9]([C:2]3[CH:7]=[CH:6][CH:5]=[CH:4][CH:3]=3)[CH:10]=2)[CH:7]=[CH:6][CH:5]=[CH:4][CH:3]=1, predict the reactants needed to synthesize it. The reactants are: Br[C:2]1[CH:7]=[CH:6][CH:5]=[C:4](Br)[CH:3]=1.[C:9]1(B(O)O)[CH:14]=[CH:13][CH:12]=[CH:11][CH:10]=1.C(=O)([O-])[O-].[Na+].[Na+]. (2) Given the product [F:1][C:2]1[CH:3]=[CH:4][C:5]([C:8]2[C:12]([CH2:13][NH:14][C:15]3[CH:19]=[C:18]([C:20]([N:36]4[CH2:37][C:34]5([CH2:31][O:32][CH2:33]5)[CH2:35]4)=[O:22])[N:17]([CH3:23])[N:16]=3)=[C:11]([CH3:24])[O:10][N:9]=2)=[N:6][CH:7]=1, predict the reactants needed to synthesize it. The reactants are: [F:1][C:2]1[CH:3]=[CH:4][C:5]([C:8]2[C:12]([CH2:13][NH:14][C:15]3[CH:19]=[C:18]([C:20]([OH:22])=O)[N:17]([CH3:23])[N:16]=3)=[C:11]([CH3:24])[O:10][N:9]=2)=[N:6][CH:7]=1.C([O-])(=O)C([O-])=O.[CH2:31]1[C:34]2([CH2:37][NH2+:36][CH2:35]2)[CH2:33][O:32]1.[CH2:31]1[C:34]2([CH2:37][NH2+:36][CH2:35]2)[CH2:33][O:32]1. (3) Given the product [Br:8][C:5]1[CH:4]=[C:3]2[C:2](=[CH:7][CH:6]=1)[N:1]=[C:26]([CH3:27])[C:25]([S:22]([CH3:21])(=[O:24])=[O:23])=[C:9]2[C:11]1[CH:16]=[CH:15][C:14]([C:17]([F:20])([F:19])[F:18])=[CH:13][CH:12]=1, predict the reactants needed to synthesize it. The reactants are: [NH2:1][C:2]1[CH:7]=[CH:6][C:5]([Br:8])=[CH:4][C:3]=1[C:9]([C:11]1[CH:16]=[CH:15][C:14]([C:17]([F:20])([F:19])[F:18])=[CH:13][CH:12]=1)=O.[CH3:21][S:22]([CH2:25][C:26](=O)[CH3:27])(=[O:24])=[O:23].[Na]. (4) Given the product [CH3:1][O:2][C:3](=[O:17])[C:4]1[CH:9]=[C:8]([N:10]2[CH2:14][CH2:13][CH2:12][C:11]2=[O:15])[CH:7]=[C:6]([NH:16][S:26]([CH3:25])(=[O:28])=[O:27])[CH:5]=1, predict the reactants needed to synthesize it. The reactants are: [CH3:1][O:2][C:3](=[O:17])[C:4]1[CH:9]=[C:8]([N:10]2[CH2:14][CH2:13][CH2:12][C:11]2=[O:15])[CH:7]=[C:6]([NH2:16])[CH:5]=1.CCN(CC)CC.[CH3:25][S:26](Cl)(=[O:28])=[O:27]. (5) Given the product [Cl:9][C:10]1[CH:17]=[CH:16][CH:15]=[CH:14][C:11]=1[C:23]([Cl:2])=[NH:20], predict the reactants needed to synthesize it. The reactants are: Cl.[Cl:2]CCC(N)(C)C.[Cl:9][C:10]1[CH:17]=[CH:16][CH:15]=[C:14](Cl)[C:11]=1C=O.C[N:20]([CH3:23])C=O. (6) Given the product [Cl:1][C:2]1[CH:7]=[CH:6][C:5]([O:8][CH3:9])=[CH:4][C:3]=1[C:10]1[CH:20]=[C:19]([CH3:21])[C:13]2[N:14]=[C:15]([NH:18][C:23]3[CH:28]=[CH:27][CH:26]=[C:25]([S:29][CH2:30][CH2:31][N:32]4[CH2:33][CH2:34][CH2:35][CH2:36]4)[CH:24]=3)[N:16]=[N:17][C:12]=2[CH:11]=1, predict the reactants needed to synthesize it. The reactants are: [Cl:1][C:2]1[CH:7]=[CH:6][C:5]([O:8][CH3:9])=[CH:4][C:3]=1[C:10]1[CH:20]=[C:19]([CH3:21])[C:13]2[N:14]=[C:15]([NH2:18])[N:16]=[N:17][C:12]=2[CH:11]=1.Br[C:23]1[CH:24]=[C:25]([S:29][CH2:30][CH2:31][N:32]2[CH2:36][CH2:35][CH2:34][CH2:33]2)[CH:26]=[CH:27][CH:28]=1.CC1(C)C2C(=C(P(C3C=CC=CC=3)C3C=CC=CC=3)C=CC=2)OC2C(P(C3C=CC=CC=3)C3C=CC=CC=3)=CC=CC1=2.CC(C)([O-])C.[K+]. (7) The reactants are: [CH2:1]([C:5]1[N:10]=[C:9]([C:11]2[CH:15]=[C:14]([NH:16][C:17](=[O:24])[CH2:18][C:19](OCC)=[O:20])[NH:13][N:12]=2)[C:8]([CH3:25])=[N:7][CH:6]=1)[CH:2]([CH3:4])[CH3:3].C(N(CC)CC)C.O.Cl. Given the product [CH2:1]([C:5]1[N:10]=[C:9]([C:11]2[CH:15]=[C:14]3[N:16]=[C:17]([OH:24])[CH:18]=[C:19]([OH:20])[N:13]3[N:12]=2)[C:8]([CH3:25])=[N:7][CH:6]=1)[CH:2]([CH3:4])[CH3:3], predict the reactants needed to synthesize it.